Task: Predict the reactants needed to synthesize the given product.. Dataset: Full USPTO retrosynthesis dataset with 1.9M reactions from patents (1976-2016) (1) Given the product [CH2:22]([CH:1]([S:2]([C:5]1[CH:10]=[CH:9][CH:8]=[C:7]([Br:11])[CH:6]=1)(=[O:4])=[O:3])[CH2:30][CH:26]=[CH2:27])[CH:23]=[CH2:24], predict the reactants needed to synthesize it. The reactants are: [CH3:1][S:2]([C:5]1[CH:10]=[CH:9][CH:8]=[C:7]([Br:11])[CH:6]=1)(=[O:4])=[O:3].C[Si]([N-][Si](C)(C)C)(C)C.[Li+].[CH2:22](Br)[CH:23]=[CH2:24].[CH2:26]1[CH2:30]OC[CH2:27]1. (2) Given the product [ClH:11].[NH:1]1[CH2:8][CH2:7][CH2:6][CH:2]1[C:3]([O:5][CH2:13][CH3:14])=[O:4], predict the reactants needed to synthesize it. The reactants are: [NH:1]1[CH2:8][CH2:7][CH2:6][C@H:2]1[C:3]([OH:5])=[O:4].S(Cl)([Cl:11])=O.[CH2:13](O)[CH3:14]. (3) Given the product [N+:1]([C:4]1[CH:5]=[C:6]([NH:17][C:18]2[C:27]3[C:22](=[CH:23][CH:24]=[CH:25][CH:26]=3)[N:21]=[C:20]([C:28]([O:30][CH3:31])=[O:29])[N:19]=2)[CH:7]=[C:8]([O:10][C:11]2[CH:12]=[CH:13][CH:14]=[CH:15][CH:16]=2)[CH:9]=1)([O-:3])=[O:2], predict the reactants needed to synthesize it. The reactants are: [N+:1]([C:4]1[CH:5]=[C:6]([NH:17][C:18]2[C:27]3[C:22](=[CH:23][CH:24]=[CH:25][CH:26]=3)[N:21]=[C:20]([C:28]([OH:30])=[O:29])[N:19]=2)[CH:7]=[C:8]([O:10][C:11]2[CH:16]=[CH:15][CH:14]=[CH:13][CH:12]=2)[CH:9]=1)([O-:3])=[O:2].[CH3:31]O. (4) Given the product [OH:25][NH:24][C:21]([C:18]1[N:4]2[CH:5]=[C:6]([C:8]3[CH:9]=[CH:10][C:11]([C:14]([F:17])([F:15])[F:16])=[CH:12][CH:13]=3)[NH:7][C:35](=[O:36])[C:3]2=[CH:20][CH:19]=1)=[NH:22], predict the reactants needed to synthesize it. The reactants are: O=C1[NH:7][C:6]([C:8]2[CH:13]=[CH:12][C:11]([C:14]([F:17])([F:16])[F:15])=[CH:10][CH:9]=2)=[CH:5][N:4]2[C:18]([C:21]#[N:22])=[CH:19][CH:20]=[C:3]12.Cl.[NH2:24][OH:25].C(N(CC)C(C)C)(C)C.[CH3:35][OH:36]. (5) Given the product [CH3:26][O:27][C:28](=[O:41])[CH2:29][C:30]1[C:34]2[C:35]([F:40])=[CH:36][C:37]([O:21][CH2:20][C:19]3[N:15]([CH3:14])[N:16]=[C:17]([C:22]([F:23])([F:24])[F:25])[CH:18]=3)=[CH:38][C:33]=2[S:32][CH:31]=1, predict the reactants needed to synthesize it. The reactants are: C(P(CCCC)CCCC)CCC.[CH3:14][N:15]1[C:19]([CH2:20][OH:21])=[CH:18][C:17]([C:22]([F:25])([F:24])[F:23])=[N:16]1.[CH3:26][O:27][C:28](=[O:41])[CH2:29][C:30]1[C:34]2[C:35]([F:40])=[CH:36][C:37](O)=[CH:38][C:33]=2[S:32][CH:31]=1.C1CCN(C(N=NC(N2CCCCC2)=O)=O)CC1. (6) Given the product [Cl:5][C:6]1[CH:7]=[C:8]([CH:25]=[CH:26][C:27]=1[Cl:28])[O:9][C:10]1[C:15](=[O:16])[NH:14][C:13]([C:17]2[CH:31]=[CH:30][C:1]([OH:3])=[CH:2][N:19]=2)=[N:12][C:11]=1[C:21]([F:22])([F:23])[F:24], predict the reactants needed to synthesize it. The reactants are: [C:1](Cl)(=[O:3])[CH3:2].[Cl:5][C:6]1[CH:7]=[C:8]([CH:25]=[CH:26][C:27]=1[Cl:28])[O:9][C:10]1[C:15](=[O:16])[NH:14][C:13]([C:17](=[N:19]O)N)=[N:12][C:11]=1[C:21]([F:24])([F:23])[F:22].N1C=CC=[CH:31][CH:30]=1. (7) Given the product [CH:7]1[N:8]=[C:9]([NH2:50])[C:10]2[N:15]=[CH:14][N:13]([C@@H:16]3[O:20][C@H:19]([CH2:21][O:22][P:23]([O:26][P:27]([O:30][CH2:31][C@H:32]4[O:36][C@@H:35]([N:37]5[CH:42]=[C:41]([C:43]([NH2:45])=[O:44])[CH2:40][CH:39]=[CH:38]5)[C@H:34]([OH:46])[C@@H:33]4[OH:47])([OH:29])=[O:28])([OH:25])=[O:24])[C@@H:18]([OH:48])[C@H:17]3[OH:49])[C:11]=2[N:12]=1.[C:1]([O-:6])(=[O:5])[CH:2]([CH3:4])[OH:3], predict the reactants needed to synthesize it. The reactants are: [C:1]([O-:6])(=[O:5])[C:2]([CH3:4])=[O:3].[CH:7]1[N:8]=[C:9]([NH2:50])[C:10]2[N:15]=[CH:14][N:13]([C@@H:16]3[O:20][C@H:19]([CH2:21][O:22][P:23]([O:26][P:27]([O:30][CH2:31][C@H:32]4[O:36][C@@H:35]([N:37]5[CH:42]=[C:41]([C:43]([NH2:45])=[O:44])[CH2:40][CH:39]=[CH:38]5)[C@H:34]([OH:46])[C@@H:33]4[OH:47])([OH:29])=[O:28])([OH:25])=[O:24])[C@@H:18]([OH:48])[C@H:17]3[OH:49])[C:11]=2[N:12]=1. (8) Given the product [CH3:1][O:2][C:3]1[CH:8]=[C:7]([C:9]([F:12])([F:10])[F:11])[N:6]=[N:5][C:4]=1[NH:13][CH:14]1[CH2:19][CH2:18][N:17]([CH2:25][C:24]2[CH:27]=[CH:28][CH:29]=[C:22]([C:21]([F:20])([F:30])[F:31])[CH:23]=2)[CH2:16][CH2:15]1, predict the reactants needed to synthesize it. The reactants are: [CH3:1][O:2][C:3]1[CH:8]=[C:7]([C:9]([F:12])([F:11])[F:10])[N:6]=[N:5][C:4]=1[NH:13][CH:14]1[CH2:19][CH2:18][NH:17][CH2:16][CH2:15]1.[F:20][C:21]([F:31])([F:30])[C:22]1[CH:23]=[C:24]([CH:27]=[CH:28][CH:29]=1)[CH2:25]Br.C(N(C(C)C)CC)(C)C.